This data is from Full USPTO retrosynthesis dataset with 1.9M reactions from patents (1976-2016). The task is: Predict the reactants needed to synthesize the given product. (1) Given the product [Br:26][C:3]1[C:2]([CH3:1])=[CH:10][C:6]([C:7]([OH:9])=[O:8])=[C:5]([N+:11]([O-:13])=[O:12])[CH:4]=1, predict the reactants needed to synthesize it. The reactants are: [CH3:1][C:2]1[CH:3]=[CH:4][C:5]([N+:11]([O-:13])=[O:12])=[C:6]([CH:10]=1)[C:7]([OH:9])=[O:8].S(=O)(=O)(O)O.C1C(=O)N([Br:26])C(=O)C1. (2) Given the product [Cl:1][C:2]1[C:7]([C:8]2[CH:9]=[C:10]3[C:14](=[CH:15][CH:16]=2)[NH:13][N:12]=[C:11]3[CH3:18])=[CH:6][CH:5]=[CH:4][N:3]=1, predict the reactants needed to synthesize it. The reactants are: [Cl:1][C:2]1[C:7]([C:8]2[CH:9]=[C:10]3[C:14](=[CH:15][CH:16]=2)[NH:13][N:12]=[CH:11]3)=[CH:6][CH:5]=[CH:4][N:3]=1.Br[C:18]1C=C2C(=CC=1)N(C(OC(C)(C)C)=O)N=C2C.ClC1C(B2OC(C)(C)C(C)(C)O2)=CC=CN=1.C([O-])([O-])=O.[Na+].[Na+]. (3) The reactants are: [CH3:1][C:2]1[CH:7]=[CH:6][C:5]([NH2:8])=[C:4]([N+:9]([O-:11])=[O:10])[CH:3]=1.[Br:12]Br. Given the product [Br:12][C:6]1[CH:7]=[C:2]([CH3:1])[CH:3]=[C:4]([N+:9]([O-:11])=[O:10])[C:5]=1[NH2:8], predict the reactants needed to synthesize it. (4) Given the product [CH2:1]([O:8][C:9]1[C:10]([F:33])=[C:11]([C:12]([F:15])=[CH:13][CH:14]=1)[CH2:16][C:18]1[C:26]2[C:21](=[N:22][CH:23]=[C:24]([C:27]3[CH:28]=[N:29][CH:30]=[CH:31][CH:32]=3)[CH:25]=2)[NH:20][CH:19]=1)[C:2]1[CH:7]=[CH:6][CH:5]=[CH:4][CH:3]=1, predict the reactants needed to synthesize it. The reactants are: [CH2:1]([O:8][C:9]1[C:10]([F:33])=[C:11]([CH:16]([C:18]2[C:26]3[C:21](=[N:22][CH:23]=[C:24]([C:27]4[CH:28]=[N:29][CH:30]=[CH:31][CH:32]=4)[CH:25]=3)[NH:20][CH:19]=2)O)[C:12]([F:15])=[CH:13][CH:14]=1)[C:2]1[CH:7]=[CH:6][CH:5]=[CH:4][CH:3]=1.FC(F)(F)C(O)=O.C([SiH](CC)CC)C.C(=O)([O-])[O-].[K+].[K+]. (5) Given the product [CH:10]([C:7]1[CH:8]=[CH:9][C:2]([O:21][C:15]2[CH:14]=[C:13]([F:12])[C:18]([F:19])=[C:17]([F:20])[CH:16]=2)=[C:3]([CH:6]=1)[C:4]#[N:5])=[O:11], predict the reactants needed to synthesize it. The reactants are: F[C:2]1[CH:9]=[CH:8][C:7]([CH:10]=[O:11])=[CH:6][C:3]=1[C:4]#[N:5].[F:12][C:13]1[CH:14]=[C:15]([OH:21])[CH:16]=[C:17]([F:20])[C:18]=1[F:19]. (6) The reactants are: [S:1]1[C:5]2=[CH:6][N:7]=[N:8][CH:9]=[C:4]2[CH:3]=[CH:2]1.C([O-])(=O)C.[Na+].[Br:15]Br. Given the product [Br:15][C:3]1[C:4]2[C:5](=[CH:6][N:7]=[N:8][CH:9]=2)[S:1][CH:2]=1, predict the reactants needed to synthesize it. (7) Given the product [ClH:22].[ClH:37].[NH:26]1[CH2:25][CH:24]([C:18]2[C:17]([O:35][CH3:36])=[C:16]([CH:14]([N:8]3[C:4]4=[N:5][CH:6]=[N:7][C:2]([NH2:1])=[C:3]4[C:10]([CH:11]([F:12])[F:13])=[N:9]3)[CH3:15])[CH:21]=[C:20]([Cl:22])[C:19]=2[CH3:23])[CH2:27]1, predict the reactants needed to synthesize it. The reactants are: [NH2:1][C:2]1[N:7]=[CH:6][N:5]=[C:4]2[N:8]([CH:14]([C:16]3[C:17]([O:35][CH3:36])=[C:18]([CH:24]4[CH2:27][N:26](C(OC(C)(C)C)=O)[CH2:25]4)[C:19]([CH3:23])=[C:20]([Cl:22])[CH:21]=3)[CH3:15])[N:9]=[C:10]([CH:11]([F:13])[F:12])[C:3]=12.[ClH:37].O1CCOCC1. (8) Given the product [CH3:1][C@H:2]1[O:7][C@@H:6]([CH3:8])[CH2:5][N:4]([C:9]2[C:16]([F:17])=[C:15]([F:18])[C:14]([C:19]#[C:20][C:22]3[N:27]=[CH:26][CH:25]=[CH:24][N:23]=3)=[CH:13][C:10]=2[CH:11]=[O:12])[CH2:3]1, predict the reactants needed to synthesize it. The reactants are: [CH3:1][C@H:2]1[O:7][C@@H:6]([CH3:8])[CH2:5][N:4]([C:9]2[C:16]([F:17])=[C:15]([F:18])[C:14]([C:19]#[CH:20])=[CH:13][C:10]=2[CH:11]=[O:12])[CH2:3]1.Br[C:22]1[N:27]=[CH:26][CH:25]=[CH:24][N:23]=1. (9) Given the product [F:26][C:21]1[CH:20]=[C:19]([C:9](=[O:17])[CH2:10][C:11]2[CH:16]=[CH:15][CH:14]=[CH:13][CH:12]=2)[CH:24]=[C:23]([F:25])[CH:22]=1, predict the reactants needed to synthesize it. The reactants are: ClC1C=C([C:9](=[O:17])[CH2:10][C:11]2[CH:16]=[CH:15][CH:14]=[CH:13][CH:12]=2)C=C(Cl)C=1.Br[C:19]1[CH:24]=[C:23]([F:25])[CH:22]=[C:21]([F:26])[CH:20]=1.